Predict which catalyst facilitates the given reaction. From a dataset of Catalyst prediction with 721,799 reactions and 888 catalyst types from USPTO. (1) Reactant: [CH3:1][C:2]1[S:3][CH:4]=[C:5]([C:7]2[CH:12]=[CH:11][CH:10]=[C:9]([N+:13]([O-])=O)[CH:8]=2)[N:6]=1.[Cl-].[NH4+]. The catalyst class is: 490. Product: [CH3:1][C:2]1[S:3][CH:4]=[C:5]([C:7]2[CH:8]=[C:9]([CH:10]=[CH:11][CH:12]=2)[NH2:13])[N:6]=1. (2) Reactant: Br[C:2]1[CH:3]=[CH:4][C:5]2[O:10][CH2:9][CH2:8][N:7]([CH2:11][C:12]3[CH:17]=[CH:16][CH:15]=[CH:14][CH:13]=3)[C:6]=2[CH:18]=1.B1(B2OC(C)(C)C(C)(C)O2)OC(C)(C)C(C)(C)O1.C([O-])(=O)C.[K+].Br[C:43]1[CH:44]=[C:45]([NH:50][S:51]([C:54]2[CH:59]=[CH:58][CH:57]=[CH:56][CH:55]=2)(=[O:53])=[O:52])[C:46]([Cl:49])=[N:47][CH:48]=1.C([O-])([O-])=O.[K+].[K+]. Product: [Cl:49][C:46]1[C:45]([NH:50][S:51]([C:54]2[CH:55]=[CH:56][CH:57]=[CH:58][CH:59]=2)(=[O:53])=[O:52])=[CH:44][C:43]([C:2]2[CH:3]=[CH:4][C:5]3[O:10][CH2:9][CH2:8][N:7]([CH2:11][C:12]4[CH:17]=[CH:16][CH:15]=[CH:14][CH:13]=4)[C:6]=3[CH:18]=2)=[CH:48][N:47]=1. The catalyst class is: 12. (3) Reactant: C(C1C=C([C:9]#[C:10][CH2:11][CH2:12][CH2:13][C:14]([N:16]2[CH2:21][CH2:20][N:19]([C:22]3[CH:27]=[CH:26][C:25]([N:28]4[CH2:32][C@H:31]([CH2:33][NH:34][C:35](=[O:37])[CH3:36])[O:30][C:29]4=[O:38])=[CH:24][C:23]=3[F:39])[CH2:18][CH2:17]2)=[O:15])C=CC=1)#N.[NH2:40][OH:41].[ClH:42].CC[N:45]([CH2:48][CH3:49])CC. Product: [ClH:42].[NH2:45]/[C:48](=[N:40]\[OH:41])/[C:49]1[CH:13]=[CH:12][C:11]([C:9]#[C:10][CH2:11][CH2:12][CH2:13][C:14]([N:16]2[CH2:17][CH2:18][N:19]([C:22]3[CH:27]=[CH:26][C:25]([N:28]4[CH2:32][C@H:31]([CH2:33][NH:34][C:35](=[O:37])[CH3:36])[O:30][C:29]4=[O:38])=[CH:24][C:23]=3[F:39])[CH2:20][CH2:21]2)=[O:15])=[CH:10][CH:9]=1. The catalyst class is: 88. (4) Reactant: FC(F)(F)C(O)=O.[NH:8]1[CH2:11][CH:10]([C:12]2[CH:20]=[CH:19][CH:18]=[C:17]3[C:13]=2[CH:14]=[N:15][NH:16]3)[CH2:9]1.N1CCC1.[CH:25](=O)[CH:26]([CH3:28])[CH3:27].C(O[BH-](OC(=O)C)OC(=O)C)(=O)C.[Na+]. Product: [CH2:25]([N:8]1[CH2:9][CH:10]([C:12]2[CH:20]=[CH:19][CH:18]=[C:17]3[C:13]=2[CH:14]=[N:15][NH:16]3)[CH2:11]1)[CH:26]([CH3:28])[CH3:27]. The catalyst class is: 2. (5) Reactant: C([O:8][C@H:9]1[C@H:14]([O:15]CC2C=CC=CC=2)[C@@H:13]([CH2:23][O:24][P:25]([OH:28])([OH:27])=[O:26])[CH2:12][C@H:11]([OH:29])[C@@H:10]1[NH:30]CC1C=CC=CC=1)C1C=CC=CC=1. Product: [NH2:30][C@@H:10]1[C@@H:9]([OH:8])[C@H:14]([OH:15])[C@@H:13]([CH2:23][O:24][P:25]([OH:28])([OH:27])=[O:26])[CH2:12][C@@H:11]1[OH:29]. The catalyst class is: 19.